The task is: Predict the reaction yield, written as a fraction of the theoretical maximum amount of product (1.0 means a 100% yield; for example, 0.34 means a 34% yield).. This data is from Reaction yield outcomes from USPTO patents with 853,638 reactions. (1) The yield is 0.670. The product is [CH3:18][CH:3]1[C:2]([CH3:19])([OH:1])[CH:7]([OH:8])[CH2:6][CH:5]([C:9]2[CH:14]=[CH:13][N:12]=[CH:11][C:10]=2[N+:15]([O-:17])=[O:16])[O:4]1. The reactants are [OH:1][C:2]1([CH3:19])[C:7](=[O:8])[CH2:6][CH:5]([C:9]2[CH:14]=[CH:13][N:12]=[CH:11][C:10]=2[N+:15]([O-:17])=[O:16])[O:4][CH:3]1[CH3:18].[BH4-].[Na+]. The catalyst is C(O)C.CCOC(C)=O. (2) The product is [F:13][C:14]1[CH:15]=[C:16]2[C:20](=[CH:21][CH:22]=1)[NH:19][CH:18]=[C:17]2[CH2:23][N:12]1[C:11]2[CH:10]=[CH:9][NH:8][C:7]=2[C:5](=[O:6])[NH:44][C:45]1=[S:46]. The reactants are Cl.C(O[C:5]([C:7]1[NH:8][CH:9]=[CH:10][C:11]=1[NH2:12])=[O:6])C.[F:13][C:14]1[CH:15]=[C:16]2[C:20](=[CH:21][CH:22]=1)[NH:19][CH:18]=[C:17]2[CH:23]=O.[BH3-]C#N.[Na+].CCN(CC)CC.C([N:44]=[C:45]=[S:46])(=O)C1C=CC=CC=1. The catalyst is CO. The yield is 0.210. (3) The reactants are [Br:1][C:2]1[C:3](=[O:28])[N:4]([C:17]2[CH:22]=[C:21]([C:23](=O)[C:24]#[CH:25])[CH:20]=[CH:19][C:18]=2[CH3:27])[C:5]([CH3:16])=[N:6][C:7]=1[O:8][CH2:9][C:10]1[N:11]=[C:12]([CH3:15])[S:13][CH:14]=1.Cl.[OH:30][C:31]([CH3:36])([CH3:35])[C:32]([NH2:34])=[NH:33].C(=O)([O-])[O-].[K+].[K+]. The catalyst is C(#N)C. The product is [Br:1][C:2]1[C:3](=[O:28])[N:4]([C:17]2[CH:22]=[C:21]([C:23]3[CH:24]=[CH:25][N:34]=[C:32]([C:31]([OH:30])([CH3:36])[CH3:35])[N:33]=3)[CH:20]=[CH:19][C:18]=2[CH3:27])[C:5]([CH3:16])=[N:6][C:7]=1[O:8][CH2:9][C:10]1[N:11]=[C:12]([CH3:15])[S:13][CH:14]=1. The yield is 0.390. (4) The reactants are [CH3:1][C:2]1[CH:7]=[CH:6][N:5]=[C:4]([NH:8][C:9]2[N:14]=[C:13]([C:15]3[O:19][C:18]([CH:20]=[CH:21][C:22]4[CH:29]=CC(C#N)=CC=4)=[N:17][CH:16]=3)[CH:12]=[CH:11][CH:10]=2)[CH:3]=1.CC1C=C[N:34]=[C:33](NC2C=CC=C(C3OC=NC=3)N=2)C=1.BrC1C=NC=CC=1.O(C(C)(C)C)[Li]. The catalyst is C1C=CC([P]([Pd]([P](C2C=CC=CC=2)(C2C=CC=CC=2)C2C=CC=CC=2)([P](C2C=CC=CC=2)(C2C=CC=CC=2)C2C=CC=CC=2)[P](C2C=CC=CC=2)(C2C=CC=CC=2)C2C=CC=CC=2)(C2C=CC=CC=2)C2C=CC=CC=2)=CC=1.O1CCOCC1. The product is [CH3:1][C:2]1[CH:7]=[CH:6][N:5]=[C:4]([NH:8][C:9]2[CH:10]=[CH:11][CH:12]=[C:13]([C:15]3[O:19][C:18]([C:20]4[CH:33]=[N:34][CH:29]=[CH:22][CH:21]=4)=[N:17][CH:16]=3)[N:14]=2)[CH:3]=1. The yield is 0.0800.